Dataset: Full USPTO retrosynthesis dataset with 1.9M reactions from patents (1976-2016). Task: Predict the reactants needed to synthesize the given product. (1) Given the product [Cl:16][C:10]1[C:11]2[C:6](=[CH:5][CH:4]=[C:3]([O:2][CH3:1])[CH:12]=2)[CH:7]=[CH:8][N:9]=1, predict the reactants needed to synthesize it. The reactants are: [CH3:1][O:2][C:3]1[CH:12]=[C:11]2[C:6]([CH:7]=[CH:8][NH:9][C:10]2=O)=[CH:5][CH:4]=1.O=P(Cl)(Cl)[Cl:16]. (2) Given the product [C:18]([CH:17]([NH:16][C:2]1[C:11]([C:12]([OH:14])=[O:13])=[CH:10][C:9]2[C:4](=[CH:5][CH:6]=[C:7]([Cl:15])[CH:8]=2)[N:3]=1)[CH2:21][N:22]1[C:26]([CH3:27])=[CH:25][C:24]([CH3:28])=[N:23]1)([OH:20])=[O:19], predict the reactants needed to synthesize it. The reactants are: Cl[C:2]1[C:11]([C:12]([OH:14])=[O:13])=[CH:10][C:9]2[C:4](=[CH:5][CH:6]=[C:7]([Cl:15])[CH:8]=2)[N:3]=1.[NH2:16][CH:17]([CH2:21][N:22]1[C:26]([CH3:27])=[CH:25][C:24]([CH3:28])=[N:23]1)[C:18]([OH:20])=[O:19]. (3) Given the product [OH:16][C:13]1[CH:12]=[CH:11][C:10]([C:9]2[CH:8]3[CH:4]([CH2:5][CH2:6][CH2:7]3)[C:3](=[O:18])[C:2]=2[C:20]#[N:21])=[CH:15][CH:14]=1, predict the reactants needed to synthesize it. The reactants are: Br[C:2]1[C:3](=[O:18])[CH:4]2[CH:8]([C:9]=1[C:10]1[CH:15]=[CH:14][C:13]([O:16]C)=[CH:12][CH:11]=1)[CH2:7][CH2:6][CH2:5]2.[Cu](C#N)[C:20]#[N:21].CN1CCCC1=O.C(Cl)Cl. (4) The reactants are: [CH3:1][C:2]1[C:7]([CH3:8])=[CH:6][CH:5]=[CH:4][C:3]=1[N:9]1[CH2:14][CH2:13][N:12]([CH2:15][CH2:16][NH2:17])[CH2:11][CH2:10]1.[C:18]([N:22]1[C:26]([CH2:27][CH:28]([CH3:30])[CH3:29])=[CH:25][C:24]([CH:31]=O)=[N:23]1)([CH3:21])([CH3:20])[CH3:19]. Given the product [C:18]([N:22]1[C:26]([CH2:27][CH:28]([CH3:29])[CH3:30])=[CH:25][C:24]([CH2:31][NH:17][CH2:16][CH2:15][N:12]2[CH2:11][CH2:10][N:9]([C:3]3[CH:4]=[CH:5][CH:6]=[C:7]([CH3:8])[C:2]=3[CH3:1])[CH2:14][CH2:13]2)=[N:23]1)([CH3:21])([CH3:20])[CH3:19], predict the reactants needed to synthesize it. (5) Given the product [NH:26]1[C:25]2[CH:24]=[CH:23][CH:22]=[C:21]([C:17]3[CH:16]=[C:15]([CH:20]=[CH:19][CH:18]=3)[O:14][CH2:13][CH:12]([OH:38])[CH2:11][N:2]3[CH2:3][CH2:4][C:5]4[C:10](=[CH:9][CH:8]=[CH:7][CH:6]=4)[CH2:1]3)[C:29]=2[N:28]=[CH:27]1, predict the reactants needed to synthesize it. The reactants are: [CH2:1]1[C:10]2[C:5](=[CH:6][CH:7]=[CH:8][CH:9]=2)[CH2:4][CH2:3][N:2]1[CH2:11][CH:12]([OH:38])[CH2:13][O:14][C:15]1[CH:20]=[CH:19][CH:18]=[C:17]([C:21]2[C:29]3[N:28]=[CH:27][N:26](COCC[Si](C)(C)C)[C:25]=3[CH:24]=[CH:23][CH:22]=2)[CH:16]=1.C([O-])(O)=O.[Na+].